Dataset: Full USPTO retrosynthesis dataset with 1.9M reactions from patents (1976-2016). Task: Predict the reactants needed to synthesize the given product. (1) Given the product [C:1]([O:5][C:6]([N:8]1[CH2:12][CH:11]([O:13][S:14]([CH3:17])(=[O:15])=[O:16])[CH2:10][CH:9]1[CH2:18][O:19][S:21]([CH3:20])(=[O:23])=[O:22])=[O:7])([CH3:4])([CH3:3])[CH3:2], predict the reactants needed to synthesize it. The reactants are: [C:1]([O:5][C:6]([N:8]1[CH2:12][CH:11]([O:13][S:14]([CH3:17])(=[O:16])=[O:15])[CH2:10][CH:9]1[CH2:18][OH:19])=[O:7])([CH3:4])([CH3:3])[CH3:2].[CH3:20][S:21](Cl)(=[O:23])=[O:22]. (2) Given the product [C:30]([O:29][C:27]([NH:22][CH2:23][C:24]([NH:2][CH:3]1[CH2:7][CH2:6][CH:5]([C:8]([O:10][CH3:11])=[O:9])[CH2:4]1)=[O:25])=[O:28])([CH3:33])([CH3:32])[CH3:31], predict the reactants needed to synthesize it. The reactants are: Cl.[NH2:2][CH:3]1[CH2:7][CH2:6][CH:5]([C:8]([O:10][CH3:11])=[O:9])[CH2:4]1.C1C=CC2N(O)N=NC=2C=1.[NH:22]([C:27]([O:29][C:30]([CH3:33])([CH3:32])[CH3:31])=[O:28])[CH2:23][C:24](O)=[O:25].C(Cl)CCl.